From a dataset of Forward reaction prediction with 1.9M reactions from USPTO patents (1976-2016). Predict the product of the given reaction. (1) Given the reactants [F:1][C:2]([Si](C)(C)C)([F:4])[F:3].[Si:9]([O:16][C@H:17]1[CH2:22][CH2:21][C@H:20]2[C@@:23]3([CH:43]=[CH2:44])[C@H:32]([C@@H:33]([CH2:35][CH2:36][CH2:37][CH2:38][CH:39]=[O:40])[CH2:34][C@:18]12[CH3:19])[C:31]1[CH:30]=[CH:29][C:28]([O:41][CH3:42])=[CH:27][C:26]=1[CH2:25][CH2:24]3)(C(C)(C)C)([CH3:11])[CH3:10], predict the reaction product. The product is: [C:18]([C@H:19]1[CH2:22][CH2:21][C@H:20]2[C@@:23]3([CH:43]=[CH2:44])[C@H:32]([C@@H:33]([CH2:35][CH2:36][CH2:37][CH2:38][CH:39]([OH:40])[C:2]([F:1])([F:3])[F:4])[CH2:34][C@:18]12[CH2:17][O:16][SiH:9]([CH3:10])[CH3:11])[C:31]1[CH:30]=[CH:29][C:28]([O:41][CH3:42])=[CH:27][C:26]=1[CH2:25][CH2:24]3)([CH3:20])([CH3:19])[CH3:17]. (2) Given the reactants [C:1]([O:9][CH:10]([CH3:12])[CH3:11])(=[O:8])[C:2]1[CH:7]=[CH:6][CH:5]=[CH:4][CH:3]=1.P12(SP3(SP(SP(S3)(S1)=S)(=S)S2)=S)=[S:14].C1(C)C(C)=CC=CC=1.C([O-])([O-])=O.[K+].[K+], predict the reaction product. The product is: [S:14]=[C:3]1[CH:4]=[CH:5][CH:6]=[CH:7][CH:2]1[C:1]([O:9][CH:10]([CH3:12])[CH3:11])=[O:8].